This data is from NCI-60 drug combinations with 297,098 pairs across 59 cell lines. The task is: Regression. Given two drug SMILES strings and cell line genomic features, predict the synergy score measuring deviation from expected non-interaction effect. (1) Drug 1: CN1C(=O)N2C=NC(=C2N=N1)C(=O)N. Drug 2: C1=NC2=C(N=C(N=C2N1C3C(C(C(O3)CO)O)F)Cl)N. Cell line: MALME-3M. Synergy scores: CSS=-0.580, Synergy_ZIP=1.45, Synergy_Bliss=1.47, Synergy_Loewe=-5.68, Synergy_HSA=-3.26. (2) Drug 1: C1=CC(=C2C(=C1NCCNCCO)C(=O)C3=C(C=CC(=C3C2=O)O)O)NCCNCCO. Drug 2: C(CCl)NC(=O)N(CCCl)N=O. Cell line: NCI-H226. Synergy scores: CSS=37.3, Synergy_ZIP=2.01, Synergy_Bliss=3.99, Synergy_Loewe=-18.2, Synergy_HSA=4.70.